This data is from Reaction yield outcomes from USPTO patents with 853,638 reactions. The task is: Predict the reaction yield, written as a fraction of the theoretical maximum amount of product (1.0 means a 100% yield; for example, 0.34 means a 34% yield). (1) The reactants are Cl.[O:2]1[C:8]2[CH:9]=[CH:10][C:11]([B:13]([OH:15])[OH:14])=[CH:12][C:7]=2[CH2:6][NH:5][CH2:4][CH2:3]1.Cl[C:17]1[C:22]([CH2:23][C:24]2[CH:29]=[CH:28][C:27]([F:30])=[CH:26][CH:25]=2)=[C:21]([CH3:31])[N:20]=[CH:19][N:18]=1.C(N(C(C)C)CC)(C)C. No catalyst specified. The product is [F:30][C:27]1[CH:26]=[CH:25][C:24]([CH2:23][C:22]2[C:17]([N:5]3[CH2:6][C:7]4[CH:12]=[C:11]([B:13]([OH:15])[OH:14])[CH:10]=[CH:9][C:8]=4[O:2][CH2:3][CH2:4]3)=[N:18][CH:19]=[N:20][C:21]=2[CH3:31])=[CH:29][CH:28]=1. The yield is 0.350. (2) The catalyst is C(Cl)Cl. The product is [N:3]1([CH2:8][CH:9]2[NH:10][CH2:11][CH2:12][N:13]([C:27]([O:26][C:22]([CH3:25])([CH3:24])[CH3:23])=[O:28])[CH2:14]2)[CH:7]=[N:6][CH:5]=[N:4]1. The reactants are Cl.Cl.[N:3]1([CH2:8][CH:9]2[CH2:14][NH:13][CH2:12][CH2:11][NH:10]2)[CH:7]=[N:6][CH:5]=[N:4]1.CCN(CC)CC.[C:22]([O:26][C:27](ONC(C1C=CC=CC=1)C#N)=[O:28])([CH3:25])([CH3:24])[CH3:23]. The yield is 0.489.